This data is from Full USPTO retrosynthesis dataset with 1.9M reactions from patents (1976-2016). The task is: Predict the reactants needed to synthesize the given product. (1) Given the product [Cl:1][C:2]1[CH:7]=[CH:6][CH:5]=[CH:4][C:3]=1[N:8]1[C:12]([C:13]([NH2:25])=[O:14])=[CH:11][C:10]([C:16]2[CH:21]=[CH:20][N:19]=[C:18]([Cl:22])[CH:17]=2)=[N:9]1, predict the reactants needed to synthesize it. The reactants are: [Cl:1][C:2]1[CH:7]=[CH:6][CH:5]=[CH:4][C:3]=1[N:8]1[C:12]([C:13](O)=[O:14])=[CH:11][C:10]([C:16]2[CH:21]=[CH:20][N:19]=[C:18]([Cl:22])[CH:17]=2)=[N:9]1.N.C[N:25](C(ON1N=NC2C=CC=CC1=2)=[N+](C)C)C.[B-](F)(F)(F)F.CCN(C(C)C)C(C)C. (2) The reactants are: [Li+].[Cl-].[AlH](CC(C)C)CC(C)C.Br[C:13]1[CH:18]=[CH:17][C:16]([F:19])=[C:15]([O:20][CH2:21][O:22][CH3:23])[CH:14]=1.C(O[B:28]1[O:32][C:31]([CH3:34])([CH3:33])[C:30]([CH3:36])([CH3:35])[O:29]1)(C)C. Given the product [F:19][C:16]1[CH:17]=[CH:18][C:13]([B:28]2[O:32][C:31]([CH3:34])([CH3:33])[C:30]([CH3:36])([CH3:35])[O:29]2)=[CH:14][C:15]=1[O:20][CH2:21][O:22][CH3:23], predict the reactants needed to synthesize it. (3) The reactants are: [I:1][CH2:2][C:3]1[N:4]=[C:5]([C:14]2[CH:19]=[CH:18][C:17]([CH3:20])=[CH:16][CH:15]=2)[O:6][C:7]=1[C:8]1[CH:13]=CC=C[CH:9]=1.[CH3:21]C(C)C(=O)C(=NO)C.CC1C=C(C=CC=1C)C=O. Given the product [CH3:21][C:18]1[CH:19]=[C:14]([C:5]2[O:6][C:7]([CH:8]([CH3:9])[CH3:13])=[C:3]([CH2:2][I:1])[N:4]=2)[CH:15]=[CH:16][C:17]=1[CH3:20], predict the reactants needed to synthesize it. (4) Given the product [CH2:11]([O:18][C:19]1[CH:20]=[C:21]([N:32]([CH2:37][CH2:38][CH2:39][CH3:40])[CH2:33][CH2:34][CH2:35][CH3:36])[CH:22]=[CH:23][C:24]=1[CH:25]=[CH:26][C:27]1[S:28][C:1]([C:3](=[C:4]([C:7]#[N:8])[C:5]#[N:6])[C:9]#[N:10])=[CH:30][CH:31]=1)[C:12]1[CH:13]=[CH:14][CH:15]=[CH:16][CH:17]=1, predict the reactants needed to synthesize it. The reactants are: [C:1]([C:3]([C:9]#[N:10])=[C:4]([C:7]#[N:8])[C:5]#[N:6])#N.[CH2:11]([O:18][C:19]1[CH:20]=[C:21]([N:32]([CH2:37][CH2:38][CH2:39][CH3:40])[CH2:33][CH2:34][CH2:35][CH3:36])[CH:22]=[CH:23][C:24]=1[CH:25]=[CH:26][C:27]1[S:28]C=[CH:30][CH:31]=1)[C:12]1[CH:17]=[CH:16][CH:15]=[CH:14][CH:13]=1.O.C(Cl)(Cl)Cl. (5) Given the product [CH3:28][N:2]([CH3:1])[C:3]([C:5]1[N:22]([CH:23]2[CH2:24][CH2:25][CH2:26][CH2:27]2)[C:8]2[N:9]=[C:10]([NH:13][C:14]3[CH:19]=[CH:18][C:17]([CH2:20][N:35]4[CH2:36][CH2:37][N:32]([CH:29]([CH3:31])[CH3:30])[CH2:33][CH2:34]4)=[CH:16][N:15]=3)[N:11]=[CH:12][C:7]=2[CH:6]=1)=[O:4], predict the reactants needed to synthesize it. The reactants are: [CH3:1][N:2]([CH3:28])[C:3]([C:5]1[N:22]([CH:23]2[CH2:27][CH2:26][CH2:25][CH2:24]2)[C:8]2[N:9]=[C:10]([NH:13][C:14]3[CH:19]=[CH:18][C:17]([CH:20]=O)=[CH:16][N:15]=3)[N:11]=[CH:12][C:7]=2[CH:6]=1)=[O:4].[CH:29]([N:32]1[CH2:37][CH2:36][NH:35][CH2:34][CH2:33]1)([CH3:31])[CH3:30]. (6) The reactants are: [N:1]([CH2:4][C:5]1[N:6]=[CH:7][N:8]([C:10]2[CH:15]=[CH:14][C:13]([N:16]3[CH:21]=[CH:20][CH:19]=[CH:18][C:17]3=[O:22])=[CH:12][CH:11]=2)[CH:9]=1)=[N+]=[N-]. Given the product [NH2:1][CH2:4][C:5]1[N:6]=[CH:7][N:8]([C:10]2[CH:11]=[CH:12][C:13]([N:16]3[CH:21]=[CH:20][CH:19]=[CH:18][C:17]3=[O:22])=[CH:14][CH:15]=2)[CH:9]=1, predict the reactants needed to synthesize it. (7) Given the product [CH3:14][C:5]1[CH:6]=[CH:7][CH:8]=[C:9]2[C:4]=1[NH:3][C:2](=[O:16])[C:11]([CH:12]=[O:13])=[CH:10]2, predict the reactants needed to synthesize it. The reactants are: Cl[C:2]1[C:11]([CH:12]=[O:13])=[CH:10][C:9]2[C:4](=[C:5]([CH3:14])[CH:6]=[CH:7][CH:8]=2)[N:3]=1.Cl.[O:16]1CCOCC1. (8) Given the product [N:35]1[CH:36]=[CH:37][CH:38]=[CH:39][C:34]=1[C:30]1[CH:29]=[C:28]([C:27]2[CH2:26][C:25](=[O:41])[NH:24][C:9]3[CH:10]=[C:11]([C:20]([F:23])([F:21])[F:22])[C:12]([O:14][CH2:15][C:16]([F:19])([F:17])[F:18])=[CH:13][C:8]=3[N:7]=2)[CH:33]=[CH:32][CH:31]=1, predict the reactants needed to synthesize it. The reactants are: C(OC(=O)[NH:7][C:8]1[CH:13]=[C:12]([O:14][CH2:15][C:16]([F:19])([F:18])[F:17])[C:11]([C:20]([F:23])([F:22])[F:21])=[CH:10][C:9]=1[NH:24][C:25](=[O:41])[CH2:26][C:27](=O)[C:28]1[CH:33]=[CH:32][CH:31]=[C:30]([C:34]2[CH:39]=[CH:38][CH:37]=[CH:36][N:35]=2)[CH:29]=1)(C)(C)C.C(O)(C(F)(F)F)=O. (9) Given the product [C:4]([N:43]1[CH2:42][C@H:41]([CH3:51])[CH2:40][C@:39]([OH:53])([CH3:52])[C@H:38]([OH:54])[C@@H:37]([CH3:55])[C@H:36]([OH:56])[C@@H:35]([CH3:57])[C:34](=[O:58])[O:33][C@H:32]([CH2:30][CH3:31])[C@:46]([OH:48])([CH3:47])[C@H:45]([OH:49])[C@H:44]1[CH3:50])(=[O:5])[CH2:15][CH2:16]/[CH:17]=[CH:18]\[CH2:19]/[CH:15]=[CH:16]\[CH2:17]/[CH:18]=[CH:19]\[CH2:34]/[CH:35]=[CH:36]\[CH2:37]/[CH:38]=[CH:39]\[CH2:40]/[CH:41]=[CH:67]\[CH2:65][CH3:66], predict the reactants needed to synthesize it. The reactants are: CN([CH:4]=[O:5])C.CN(C(ON1N=N[C:16]2[CH:17]=[CH:18][CH:19]=N[C:15]1=2)=[N+](C)C)C.F[P-](F)(F)(F)(F)F.[CH2:30]([C@@H:32]1[C@:46]([OH:48])([CH3:47])[C@H:45]([OH:49])[C@@H:44]([CH3:50])[NH:43][CH2:42][C@H:41]([CH3:51])[CH2:40][C@:39]([OH:53])([CH3:52])[C@H:38]([OH:54])[C@@H:37]([CH3:55])[C@H:36]([OH:56])[C@@H:35]([CH3:57])[C:34](=[O:58])[O:33]1)[CH3:31].CCN([CH:65]([CH3:67])[CH3:66])C(C)C. (10) Given the product [OH:13][C:8]1[NH:9][C:10]2[C:6]([C:7]=1[C:23]1[CH:24]=[CH:25][C:20]([C:19]([O:18][CH2:16][CH3:17])=[O:27])=[CH:21][N:22]=1)=[CH:5][C:4]([N+:1]([O-:3])=[O:2])=[CH:12][CH:11]=2, predict the reactants needed to synthesize it. The reactants are: [N+:1]([C:4]1[CH:5]=[C:6]2[C:10](=[CH:11][CH:12]=1)[NH:9][C:8](=[O:13])[CH2:7]2)([O-:3])=[O:2].[H-].[Na+].[CH2:16]([O:18][C:19](=[O:27])[C:20]1[CH:25]=[CH:24][C:23](Cl)=[N:22][CH:21]=1)[CH3:17].